This data is from Full USPTO retrosynthesis dataset with 1.9M reactions from patents (1976-2016). The task is: Predict the reactants needed to synthesize the given product. Given the product [Br:1][C:2]1[CH:3]=[CH:4][C:5]([CH2:8][C:9]([O:11][CH3:12])=[O:10])=[CH:6][CH:7]=1, predict the reactants needed to synthesize it. The reactants are: [Br:1][C:2]1[CH:7]=[CH:6][C:5]([CH2:8][C:9]([OH:11])=[O:10])=[CH:4][CH:3]=1.[C:12](=O)([O-])[O-].[K+].[K+].CI.O.